From a dataset of Catalyst prediction with 721,799 reactions and 888 catalyst types from USPTO. Predict which catalyst facilitates the given reaction. (1) Reactant: ClCI.[CH2:4]=[C:5]1[CH2:9][C@@H:8]([C:10]([O:12][CH3:13])=[O:11])[C@H:7]([C:14]2[CH:19]=[CH:18][CH:17]=[CH:16][CH:15]=2)[CH2:6]1.[Zn](CC)[CH2:21]C. Product: [C:14]1([C@@H:7]2[CH2:6][C:5]3([CH2:21][CH2:4]3)[CH2:9][C@H:8]2[C:10]([O:12][CH3:13])=[O:11])[CH:15]=[CH:16][CH:17]=[CH:18][CH:19]=1. The catalyst class is: 26. (2) Reactant: [F:1][C:2]([F:15])([F:14])[S:3]([O:6]S(C(F)(F)F)(=O)=O)(=[O:5])=[O:4].[O:16]1[C:25]2[C:20](=[CH:21][CH:22]=[CH:23][CH:24]=2)[CH2:19][CH2:18][CH:17]1[CH2:26]O.N1C=CC=CC=1.O. Product: [F:1][C:2]([F:15])([F:14])[S:3]([O:6][CH2:26][CH:17]1[CH2:18][CH2:19][C:20]2[C:25](=[CH:24][CH:23]=[CH:22][CH:21]=2)[O:16]1)(=[O:5])=[O:4]. The catalyst class is: 2. (3) Reactant: [C:1]([N:4]1[CH2:9][CH2:8][NH:7][CH2:6][CH2:5]1)(=[O:3])[CH3:2].Br[CH2:11][C:12]1[N:16]([CH2:17][CH2:18][NH:19][C:20](=[O:26])[O:21][C:22]([CH3:25])([CH3:24])[CH3:23])[N:15]=[C:14]([CH2:27][CH3:28])[C:13]=1[O:29][C:30]1[CH:35]=[C:34]([Cl:36])[CH:33]=[C:32]([Cl:37])[CH:31]=1.C(N(C(C)C)CC)(C)C. Product: [C:1]([N:4]1[CH2:9][CH2:8][N:7]([CH2:11][C:12]2[N:16]([CH2:17][CH2:18][NH:19][C:20](=[O:26])[O:21][C:22]([CH3:23])([CH3:24])[CH3:25])[N:15]=[C:14]([CH2:27][CH3:28])[C:13]=2[O:29][C:30]2[CH:31]=[C:32]([Cl:37])[CH:33]=[C:34]([Cl:36])[CH:35]=2)[CH2:6][CH2:5]1)(=[O:3])[CH3:2]. The catalyst class is: 9. (4) Reactant: [Br:1][C:2]1[CH:3]=[C:4]([NH:10][C:11]2[CH:16]=[N:15][C:14]([N:17]3[CH2:22][CH2:21][NH:20][CH2:19][CH2:18]3)=[CH:13][N:12]=2)[C:5](=[O:9])[N:6]([CH3:8])[CH:7]=1.[O:23]1[CH2:26][C:25](=O)[CH2:24]1.[BH3-]C#N.[Na+]. Product: [Br:1][C:2]1[CH:3]=[C:4]([NH:10][C:11]2[CH:16]=[N:15][C:14]([N:17]3[CH2:18][CH2:19][N:20]([CH:25]4[CH2:26][O:23][CH2:24]4)[CH2:21][CH2:22]3)=[CH:13][N:12]=2)[C:5](=[O:9])[N:6]([CH3:8])[CH:7]=1. The catalyst class is: 466.